From a dataset of Catalyst prediction with 721,799 reactions and 888 catalyst types from USPTO. Predict which catalyst facilitates the given reaction. (1) Reactant: Cl.[NH2:2][C:3]1[C:4]([OH:11])=[N:5][C:6]([SH:10])=[N:7][C:8]=1[NH2:9].[F:12][C:13]1[CH:18]=[CH:17][C:16]([C:19](=NO)[CH:20]=O)=[CH:15][CH:14]=1. Product: [F:12][C:13]1[CH:18]=[CH:17][C:16]([C:19]2[N:2]=[C:3]3[C:8](=[N:9][CH:20]=2)[N:7]=[C:6]([SH:10])[N:5]=[C:4]3[OH:11])=[CH:15][CH:14]=1. The catalyst class is: 5. (2) Reactant: [CH3:1][O:2][C:3]1[CH:8]=[CH:7][C:6]([C:9]([F:12])([F:11])[F:10])=[CH:5][N:4]=1.C1C(=O)N([Br:20])C(=O)C1. Product: [Br:20][C:8]1[C:3]([O:2][CH3:1])=[N:4][CH:5]=[C:6]([C:9]([F:12])([F:10])[F:11])[CH:7]=1. The catalyst class is: 10. (3) Reactant: C[O:2][C:3](=O)[CH2:4][CH2:5][CH2:6][NH:7][CH:8]([C:11](=[O:13])[NH2:12])[CH2:9][CH3:10].C(N(CC)CC)C.OC1C=CC=CN=1. Product: [CH3:10][CH2:9][C@H:8]([N:7]1[C:3](=[O:2])[CH2:4][CH2:5][CH2:6]1)[C:11]([NH2:12])=[O:13]. The catalyst class is: 207. (4) The catalyst class is: 4. Reactant: [OH:1][CH2:2][C:3]1[CH:8]=[C:7]([CH2:9][OH:10])[CH:6]=[CH:5][C:4]=1[CH2:11][N:12]1[C@H:17]([CH:18]([CH2:21][CH3:22])[CH2:19][CH3:20])[C:16](=[O:23])[NH:15][C@H:14]([CH:24]2[CH2:32][C:31]3[C:26](=[CH:27][CH:28]=[CH:29][CH:30]=3)[CH2:25]2)[C:13]1=[O:33].CC(OI1(OC(C)=O)(OC(C)=O)OC(=O)C2C=CC=CC1=2)=O. Product: [CH2:25]1[C:26]2[C:31](=[CH:30][CH:29]=[CH:28][CH:27]=2)[CH2:32][CH:24]1[C@H:14]1[NH:15][C:16](=[O:23])[C@@H:17]([CH:18]([CH2:19][CH3:20])[CH2:21][CH3:22])[N:12]([CH2:11][C:4]2[CH:5]=[CH:6][C:7]([CH:9]=[O:10])=[CH:8][C:3]=2[CH:2]=[O:1])[C:13]1=[O:33]. (5) Reactant: Cl.Cl.[NH2:3][CH2:4][C@@H:5]([C:7]1[CH:8]=[N:9][CH:10]=[CH:11][CH:12]=1)[OH:6].[H-].[Na+].[O:15]1[C:19]2[CH:20]=[CH:21][CH:22]=[CH:23][C:18]=2[CH:17]=[C:16]1[C:24]1[N:28]2[N:29]=[C:30](Cl)[CH:31]=[CH:32][C:27]2=[N:26][CH:25]=1. Product: [O:15]1[C:19]2[CH:20]=[CH:21][CH:22]=[CH:23][C:18]=2[CH:17]=[C:16]1[C:24]1[N:28]2[N:29]=[C:30]([O:6][C@H:5]([C:7]3[CH:8]=[N:9][CH:10]=[CH:11][CH:12]=3)[CH2:4][NH2:3])[CH:31]=[CH:32][C:27]2=[N:26][CH:25]=1. The catalyst class is: 3. (6) Reactant: [F:1][C:2]1[CH:7]=[C:6]([S:8][CH3:9])[CH:5]=[CH:4][C:3]=1[C:10]1[N:11]=[CH:12][C:13]([O:16][C@H:17]([CH:19]2[CH2:24][CH2:23][N:22]([C:25]([O:27][CH:28]([CH3:30])[CH3:29])=[O:26])[CH2:21][CH2:20]2)[CH3:18])=[N:14][CH:15]=1.[OH:31]OS([O-])=O.[K+].[OH2:37]. The catalyst class is: 21. Product: [F:1][C:2]1[CH:7]=[C:6]([S:8]([CH3:9])(=[O:31])=[O:37])[CH:5]=[CH:4][C:3]=1[C:10]1[N:11]=[CH:12][C:13]([O:16][C@H:17]([CH:19]2[CH2:20][CH2:21][N:22]([C:25]([O:27][CH:28]([CH3:30])[CH3:29])=[O:26])[CH2:23][CH2:24]2)[CH3:18])=[N:14][CH:15]=1. (7) Reactant: [CH3:1][O:2][C:3]1[CH2:4][N:5]([C:14]([O:16][C:17]([CH3:20])([CH3:19])[CH3:18])=[O:15])[CH2:6][CH2:7][C:8]=1[C:9]([O:11]CC)=[O:10]. Product: [C:17]([O:16][C:14]([N:5]1[CH2:6][CH2:7][C@H:8]([C:9]([OH:11])=[O:10])[C@H:3]([O:2][CH3:1])[CH2:4]1)=[O:15])([CH3:20])([CH3:19])[CH3:18]. The catalyst class is: 178. (8) Reactant: [NH2:1][CH2:2][C:3]1[C:4](=[O:22])[NH:5][C:6]([C@H:9]2[C@H:13]([CH3:14])[CH2:12][N:11]([CH2:15][C:16]3[CH:21]=[CH:20][CH:19]=[CH:18][CH:17]=3)[CH2:10]2)=[N:7][N:8]=1.[O:23]1[CH2:28][CH2:27][CH:26]([C:29](ON2C(=O)CCC2=O)=[O:30])[CH2:25][CH2:24]1. Product: [CH2:15]([N:11]1[CH2:12][C@@H:13]([CH3:14])[C@H:9]([C:6]2[NH:5][C:4](=[O:22])[C:3]([CH2:2][NH:1][C:29]([CH:26]3[CH2:27][CH2:28][O:23][CH2:24][CH2:25]3)=[O:30])=[N:8][N:7]=2)[CH2:10]1)[C:16]1[CH:21]=[CH:20][CH:19]=[CH:18][CH:17]=1. The catalyst class is: 2.